Dataset: Forward reaction prediction with 1.9M reactions from USPTO patents (1976-2016). Task: Predict the product of the given reaction. (1) Given the reactants [N+:1]([C:4]1[CH:9]=[CH:8][C:7]([N:10]2[CH:14]=[CH:13][N:12]=[CH:11]2)=[CH:6][CH:5]=1)([O-:3])=[O:2].[Br:15][CH2:16][CH2:17][CH2:18][CH2:19][CH2:20][CH2:21][CH2:22][CH2:23][CH2:24][CH2:25][CH2:26][CH2:27][CH2:28][CH3:29], predict the reaction product. The product is: [Br-:15].[N+:1]([C:4]1[CH:5]=[CH:6][C:7]([N+:10]2[CH:14]=[CH:13][N:12]([CH2:29][CH2:28][CH2:27][CH2:26][CH2:25][CH2:24][CH2:23][CH2:22][CH2:21][CH2:20][CH2:19][CH2:18][CH2:17][CH3:16])[CH:11]=2)=[CH:8][CH:9]=1)([O-:3])=[O:2]. (2) Given the reactants [Br:1][C:2]1[CH:7]=[CH:6][C:5]([CH:8]([NH:15][CH3:16])[CH2:9][N:10]2[CH2:14][CH2:13][CH2:12][CH2:11]2)=[CH:4][CH:3]=1.[Cl:17][C:18]1[CH:19]=[C:20]([N:25]([CH3:30])[CH2:26][C:27]([OH:29])=O)[CH:21]=[CH:22][C:23]=1[Cl:24].C(Cl)CCl.C1C=CC2N(O)N=NC=2C=1.C(N(CC)CC)C, predict the reaction product. The product is: [Br:1][C:2]1[CH:7]=[CH:6][C:5]([CH:8]([N:15]([CH3:16])[C:27](=[O:29])[CH2:26][N:25]([C:20]2[CH:21]=[CH:22][C:23]([Cl:24])=[C:18]([Cl:17])[CH:19]=2)[CH3:30])[CH2:9][N:10]2[CH2:14][CH2:13][CH2:12][CH2:11]2)=[CH:4][CH:3]=1. (3) Given the reactants [H-].[Na+].[F:3][CH:4]([F:42])[C:5]1[N:9]([C:10]2[N:15]=[C:14]([N:16]3[CH2:21][CH2:20][O:19][CH2:18][CH2:17]3)[N:13]=[C:12]([C:22]3[CH:27]=[CH:26][C:25]([NH:28][C:29](=[O:35])[O:30][C:31]([CH3:34])([CH3:33])[CH3:32])=[CH:24][CH:23]=3)[N:11]=2)[C:8]2[CH:36]=[CH:37][CH:38]=[C:39]([O:40][CH3:41])[C:7]=2[N:6]=1.I[CH3:44], predict the reaction product. The product is: [F:42][CH:4]([F:3])[C:5]1[N:9]([C:10]2[N:15]=[C:14]([N:16]3[CH2:17][CH2:18][O:19][CH2:20][CH2:21]3)[N:13]=[C:12]([C:22]3[CH:23]=[CH:24][C:25]([N:28]([CH3:44])[C:29](=[O:35])[O:30][C:31]([CH3:34])([CH3:33])[CH3:32])=[CH:26][CH:27]=3)[N:11]=2)[C:8]2[CH:36]=[CH:37][CH:38]=[C:39]([O:40][CH3:41])[C:7]=2[N:6]=1. (4) Given the reactants [OH:1][C:2]1[CH:3]=[C:4]([NH:8][C:9](=[O:20])[C:10]2[CH:15]=[CH:14][CH:13]=[C:12]([C:16]([F:19])([F:18])[F:17])[CH:11]=2)[CH:5]=[CH:6][CH:7]=1.Cl[C:22]1[CH:27]=[CH:26][C:25]([N+:28]([O-:30])=[O:29])=[CH:24][N:23]=1.C(=O)([O-])[O-].[K+].[K+], predict the reaction product. The product is: [N+:28]([C:25]1[CH:26]=[CH:27][C:22]([O:1][C:2]2[CH:3]=[C:4]([NH:8][C:9](=[O:20])[C:10]3[CH:15]=[CH:14][CH:13]=[C:12]([C:16]([F:17])([F:18])[F:19])[CH:11]=3)[CH:5]=[CH:6][CH:7]=2)=[N:23][CH:24]=1)([O-:30])=[O:29]. (5) Given the reactants C(OC(=O)[NH:7][C:8]1[CH:13]=[CH:12][CH:11]=[C:10]([C:14](=[O:30])[NH:15][CH2:16][CH:17]([OH:29])[CH2:18][N:19]2[CH2:28][CH2:27][C:26]3[C:21](=[CH:22][CH:23]=[CH:24][CH:25]=3)[CH2:20]2)[CH:9]=1)(C)(C)C.C(O)(C(F)(F)F)=O, predict the reaction product. The product is: [NH2:7][C:8]1[CH:9]=[C:10]([CH:11]=[CH:12][CH:13]=1)[C:14]([NH:15][CH2:16][CH:17]([OH:29])[CH2:18][N:19]1[CH2:28][CH2:27][C:26]2[C:21](=[CH:22][CH:23]=[CH:24][CH:25]=2)[CH2:20]1)=[O:30]. (6) Given the reactants [NH2:1][C:2]1[C:10]([N+:11]([O-:13])=[O:12])=[CH:9][C:5]([C:6]([OH:8])=O)=[C:4]([C:14]([O:16]C)=O)[C:3]=1[CH3:18].CCN=C=NCCCN(C)C.Cl.C1C=CC2N(O)N=NC=2C=1.[CH3:41][N:42]([CH3:46])[CH2:43][CH2:44][NH2:45], predict the reaction product. The product is: [NH2:1][C:2]1[C:3]([CH3:18])=[C:4]2[C:5](=[CH:9][C:10]=1[N+:11]([O-:13])=[O:12])[C:6](=[O:8])[N:45]([CH2:44][CH2:43][N:42]([CH3:46])[CH3:41])[C:14]2=[O:16].